Dataset: NCI-60 drug combinations with 297,098 pairs across 59 cell lines. Task: Regression. Given two drug SMILES strings and cell line genomic features, predict the synergy score measuring deviation from expected non-interaction effect. (1) Drug 1: CN(C)N=NC1=C(NC=N1)C(=O)N. Drug 2: CC1=C(C=C(C=C1)NC(=O)C2=CC=C(C=C2)CN3CCN(CC3)C)NC4=NC=CC(=N4)C5=CN=CC=C5. Cell line: HL-60(TB). Synergy scores: CSS=-7.39, Synergy_ZIP=-4.34, Synergy_Bliss=-14.7, Synergy_Loewe=-24.5, Synergy_HSA=-21.1. (2) Drug 1: CC1CCC2CC(C(=CC=CC=CC(CC(C(=O)C(C(C(=CC(C(=O)CC(OC(=O)C3CCCCN3C(=O)C(=O)C1(O2)O)C(C)CC4CCC(C(C4)OC)OCCO)C)C)O)OC)C)C)C)OC. Drug 2: CN(CCCl)CCCl.Cl. Cell line: IGROV1. Synergy scores: CSS=22.8, Synergy_ZIP=-11.0, Synergy_Bliss=-1.53, Synergy_Loewe=-0.924, Synergy_HSA=0.932. (3) Drug 1: CCCS(=O)(=O)NC1=C(C(=C(C=C1)F)C(=O)C2=CNC3=C2C=C(C=N3)C4=CC=C(C=C4)Cl)F. Drug 2: C1CC(=O)NC(=O)C1N2C(=O)C3=CC=CC=C3C2=O. Cell line: HT29. Synergy scores: CSS=39.5, Synergy_ZIP=2.87, Synergy_Bliss=5.03, Synergy_Loewe=-19.4, Synergy_HSA=5.27. (4) Drug 1: CC(CN1CC(=O)NC(=O)C1)N2CC(=O)NC(=O)C2. Drug 2: C1CN1P(=S)(N2CC2)N3CC3. Cell line: SK-OV-3. Synergy scores: CSS=9.89, Synergy_ZIP=-4.16, Synergy_Bliss=0.765, Synergy_Loewe=-0.557, Synergy_HSA=1.95. (5) Drug 1: C1CCC(C1)C(CC#N)N2C=C(C=N2)C3=C4C=CNC4=NC=N3. Drug 2: C1=NC2=C(N=C(N=C2N1C3C(C(C(O3)CO)O)F)Cl)N. Cell line: HCT116. Synergy scores: CSS=36.3, Synergy_ZIP=-4.40, Synergy_Bliss=-8.22, Synergy_Loewe=-25.7, Synergy_HSA=-9.26.